Dataset: Full USPTO retrosynthesis dataset with 1.9M reactions from patents (1976-2016). Task: Predict the reactants needed to synthesize the given product. Given the product [C:23]([C:21]1[CH:20]=[CH:19][C:3]([CH2:4][NH:5][C:6](=[O:18])[C:7]2[CH:12]=[C:11]([O:13][CH3:14])[C:10]([CH3:15])=[C:9]([O:16][CH3:17])[CH:8]=2)=[C:2]([NH:1][CH:29]2[CH2:33][CH2:32][CH2:31][CH2:30]2)[CH:22]=1)(=[NH:27])[NH2:24], predict the reactants needed to synthesize it. The reactants are: [NH2:1][C:2]1[CH:22]=[C:21]([C:23]2[N:27]=C(C)O[N:24]=2)[CH:20]=[CH:19][C:3]=1[CH2:4][NH:5][C:6](=[O:18])[C:7]1[CH:12]=[C:11]([O:13][CH3:14])[C:10]([CH3:15])=[C:9]([O:16][CH3:17])[CH:8]=1.[C:29]1(=O)[CH2:33][CH2:32][CH2:31][CH2:30]1.